This data is from Reaction yield outcomes from USPTO patents with 853,638 reactions. The task is: Predict the reaction yield, written as a fraction of the theoretical maximum amount of product (1.0 means a 100% yield; for example, 0.34 means a 34% yield). (1) The reactants are F[C:2]1[CH:10]=[N:9][CH:8]=[CH:7][C:3]=1[C:4]([OH:6])=[O:5].Cl.[NH2:12][CH2:13][C:14]1[CH:21]=[CH:20][C:17]([C:18]#[N:19])=[CH:16][CH:15]=1.CCN(C(C)C)C(C)C. The catalyst is CC(N(C)C)=O. The product is [C:13]([C:14]1[CH:21]=[CH:20][C:17]([CH2:18][NH:19][C:2]2[CH:10]=[N:9][CH:8]=[CH:7][C:3]=2[C:4]([OH:6])=[O:5])=[CH:16][CH:15]=1)#[N:12]. The yield is 0.180. (2) The reactants are Cl.C(OC([C:9]1(C(OC(C)(C)C)=O)[NH:14][C:13]([NH:15]C(=O)[O-])=[C:12]([C:19]2[O:23][N:22]=[C:21]([C:24]3[CH:29]=[CH:28][C:27]([CH2:30][N:31](C(OC(C)(C)C)=O)[CH3:32])=[CH:26][CH:25]=3)[CH:20]=2)[N:11]=[C:10]1[C:40]1[CH:45]=[CH:44][C:43](=[O:46])[N:42]([CH:47]([CH3:55])[C:48]([N:50]([CH2:53][CH3:54])[CH2:51][CH3:52])=[O:49])[CH:41]=1)=O)(C)(C)C. The catalyst is C(Cl)Cl. The product is [NH2:15][C:13]1[N:14]=[CH:9][C:10]([C:40]2[CH:45]=[CH:44][C:43](=[O:46])[N:42]([CH:47]([CH3:55])[C:48]([N:50]([CH2:53][CH3:54])[CH2:51][CH3:52])=[O:49])[CH:41]=2)=[N:11][C:12]=1[C:19]1[O:23][N:22]=[C:21]([C:24]2[CH:25]=[CH:26][C:27]([CH2:30][NH:31][CH3:32])=[CH:28][CH:29]=2)[CH:20]=1. The yield is 0.0600.